Task: Predict which catalyst facilitates the given reaction.. Dataset: Catalyst prediction with 721,799 reactions and 888 catalyst types from USPTO (1) Reactant: [Br:1][C:2]1[CH:3]=[C:4]([NH:10][C:11]2[N:16]=[CH:15][C:14]([N:17]3[CH2:22][CH2:21][N:20](C(OC(C)(C)C)=O)[CH2:19][C:18]3([CH3:31])[CH3:30])=[CH:13][CH:12]=2)[C:5](=[O:9])[N:6]([CH3:8])[CH:7]=1.Cl. Product: [Br:1][C:2]1[CH:3]=[C:4]([NH:10][C:11]2[CH:12]=[CH:13][C:14]([N:17]3[CH2:22][CH2:21][NH:20][CH2:19][C:18]3([CH3:31])[CH3:30])=[CH:15][N:16]=2)[C:5](=[O:9])[N:6]([CH3:8])[CH:7]=1. The catalyst class is: 268. (2) Reactant: F[C:2]1[CH:7]=[C:6]([O:8][CH3:9])[CH:5]=[CH:4][C:3]=1[C:10]1[NH:19][C:18](=[O:20])[C:17]2[C:12](=[CH:13][C:14]([O:23][CH3:24])=[CH:15][C:16]=2[O:21][CH3:22])[N:11]=1.[O:25]1[CH2:30][CH2:29][N:28]([CH2:31][CH2:32][CH2:33][NH2:34])[CH2:27][CH2:26]1.C[Si]([N-][Si](C)(C)C)(C)C.[Li+]. Product: [CH3:22][O:21][C:16]1[CH:15]=[C:14]([O:23][CH3:24])[CH:13]=[C:12]2[C:17]=1[C:18](=[O:20])[NH:19][C:10]([C:3]1[CH:4]=[CH:5][C:6]([O:8][CH3:9])=[CH:7][C:2]=1[NH:34][CH2:33][CH2:32][CH2:31][N:28]1[CH2:29][CH2:30][O:25][CH2:26][CH2:27]1)=[N:11]2. The catalyst class is: 20. (3) Reactant: Br[C:2]1[CH:3]=[C:4]2[C:9](=[CH:10][CH:11]=1)[C:8](=[O:12])[O:7][CH2:6][CH2:5]2.F[B-](F)(F)F.C([PH+](C(C)(C)C)C(C)(C)C)(C)(C)C.Br[Zn][CH2:33][CH:34]1[O:38][CH2:37][CH2:36][O:35]1. The catalyst class is: 274. Product: [O:35]1[CH2:36][CH2:37][O:38][CH:34]1[CH2:33][C:2]1[CH:3]=[C:4]2[C:9](=[CH:10][CH:11]=1)[C:8](=[O:12])[O:7][CH2:6][CH2:5]2. (4) Product: [BrH:18].[Br:18][CH:9]([C:10]1[CH:15]=[CH:14][N:13]=[C:12]([CH3:16])[CH:11]=1)[C:8]([C:4]1[CH:5]=[CH:6][CH:7]=[C:2]([CH3:1])[CH:3]=1)=[O:17]. Reactant: [CH3:1][C:2]1[CH:3]=[C:4]([C:8](=[O:17])[CH2:9][C:10]2[CH:15]=[CH:14][N:13]=[C:12]([CH3:16])[CH:11]=2)[CH:5]=[CH:6][CH:7]=1.[Br:18]Br. The catalyst class is: 15. (5) Reactant: [NH:1]1[CH2:5][CH2:4][C@@H:3]([NH:6][C:7](=[O:13])[O:8][C:9]([CH3:12])([CH3:11])[CH3:10])[CH2:2]1.[S:14](N)([NH2:17])(=[O:16])=[O:15]. Product: [NH2:17][S:14]([N:1]1[CH2:5][CH2:4][C@@H:3]([NH:6][C:7](=[O:13])[O:8][C:9]([CH3:10])([CH3:12])[CH3:11])[CH2:2]1)(=[O:16])=[O:15]. The catalyst class is: 12. (6) Reactant: [CH3:1][C:2]([Si:5]([CH3:17])([CH3:16])[O:6][CH2:7][C:8]1[CH:9]=[CH:10][C:11]([CH:14]=O)=[N:12][CH:13]=1)([CH3:4])[CH3:3].[Cl:18][C:19]1[CH:24]=[CH:23][CH:22]=[C:21]([F:25])[C:20]=1[CH2:26][NH:27][CH2:28][CH3:29].C(O[BH-](OC(=O)C)OC(=O)C)(=O)C.[Na+]. Product: [Cl:18][C:19]1[CH:24]=[CH:23][CH:22]=[C:21]([F:25])[C:20]=1[CH2:26][N:27]([CH2:14][C:11]1[CH:10]=[CH:9][C:8]([CH2:7][O:6][Si:5]([C:2]([CH3:4])([CH3:3])[CH3:1])([CH3:17])[CH3:16])=[CH:13][N:12]=1)[CH2:28][CH3:29]. The catalyst class is: 1. (7) Product: [N+:10]([C:13]1[CH:22]=[CH:21][CH:20]=[CH:19][C:14]=1[C:15]([NH:17][NH:18][C:7](=[O:8])[C:2]1[CH:3]=[CH:4][CH:5]=[CH:6][N:1]=1)=[O:16])([O-:12])=[O:11]. The catalyst class is: 85. Reactant: [N:1]1[CH:6]=[CH:5][CH:4]=[CH:3][C:2]=1[C:7](Cl)=[O:8].[N+:10]([C:13]1[CH:22]=[CH:21][CH:20]=[CH:19][C:14]=1[C:15]([NH:17][NH2:18])=[O:16])([O-:12])=[O:11].C(N(CC)CC)C. (8) Reactant: [Br:1]Br.[NH2:3][C:4]1[N:12]=[CH:11][CH:10]=[CH:9][C:5]=1[C:6]([OH:8])=[O:7]. Product: [BrH:1].[NH2:3][C:4]1[N:12]=[CH:11][C:10]([Br:1])=[CH:9][C:5]=1[C:6]([OH:8])=[O:7]. The catalyst class is: 15. (9) Reactant: C([C:3]1[CH:4]=[C:5]([CH:11]=[CH:12][C:13]=1[O:14][CH3:15])[C:6]([O:8][CH2:9][CH3:10])=[O:7])=O.[CH:16]([O:21][CH3:22])([O:19][CH3:20])OC.O.C1(C)C=CC(S(O)(=O)=O)=CC=1.C(=O)(O)[O-].[Na+]. Product: [CH3:22][O:21][CH:16]([O:19][CH3:20])[C:3]1[CH:4]=[C:5]([CH:11]=[CH:12][C:13]=1[O:14][CH3:15])[C:6]([O:8][CH2:9][CH3:10])=[O:7]. The catalyst class is: 5. (10) Reactant: [F:1][C:2]1[C:3]([NH:20][C:21]2[CH:26]=[CH:25][C:24]([C:27]#[C:28][Si](C)(C)C)=[CH:23][C:22]=2[F:33])=[C:4]([C:9]2[O:13][C:12]([NH:14][CH:15]([CH2:18][OH:19])[CH2:16][OH:17])=[N:11][N:10]=2)[CH:5]=[CH:6][C:7]=1[F:8].[F-].[Cs+].C(O)(=O)C. Product: [C:27]([C:24]1[CH:25]=[CH:26][C:21]([NH:20][C:3]2[C:2]([F:1])=[C:7]([F:8])[CH:6]=[CH:5][C:4]=2[C:9]2[O:13][C:12]([NH:14][CH:15]([CH2:18][OH:19])[CH2:16][OH:17])=[N:11][N:10]=2)=[C:22]([F:33])[CH:23]=1)#[CH:28]. The catalyst class is: 5.